Dataset: Forward reaction prediction with 1.9M reactions from USPTO patents (1976-2016). Task: Predict the product of the given reaction. (1) Given the reactants CC([O-])(C)C.[K+].[CH:7]1[C:15]2[C:14]3[CH:16]=[CH:17][CH:18]=[CH:19][C:13]=3[S:12][C:11]=2[CH:10]=[CH:9][CH:8]=1.[SiH:20]([CH2:25][CH3:26])([CH2:23][CH3:24])[CH2:21][CH3:22], predict the reaction product. The product is: [CH:7]1[C:15]2[C:14]3[CH:16]=[CH:17][CH:18]=[CH:19][C:13]=3[S:12][C:11]=2[C:10]([Si:20]([CH2:25][CH3:26])([CH2:23][CH3:24])[CH2:21][CH3:22])=[CH:9][CH:8]=1. (2) Given the reactants [N:1]1[CH:6]=[CH:5][CH:4]=[C:3]([CH:7]([CH3:13])[C:8]([O:10][CH2:11][CH3:12])=[O:9])[CH:2]=1.[Br:14]N1C(=O)CCC1=O.N(C(C)(C)C#N)=NC(C)(C)C#N, predict the reaction product. The product is: [Br:14][C:7]([C:3]1[CH:2]=[N:1][CH:6]=[CH:5][CH:4]=1)([CH3:13])[C:8]([O:10][CH2:11][CH3:12])=[O:9]. (3) Given the reactants Cl.[CH2:2]([O:9][C:10]1[CH:11]=[C:12]([CH:50]=[CH:51][CH:52]=1)[CH2:13][N:14]1[CH:18]=[C:17]([C:19]2[C:27]3[C:22](=[N:23][CH:24]=[C:25]([C:28]4[CH:29]=[N:30][C:31]([N:34]5[CH2:39][CH2:38][NH:37][CH2:36][CH2:35]5)=[CH:32][CH:33]=4)[CH:26]=3)[N:21]([S:40]([C:43]3[CH:49]=[CH:48][C:46]([CH3:47])=[CH:45][CH:44]=3)(=[O:42])=[O:41])[CH:20]=2)[CH:16]=[N:15]1)[C:3]1[CH:8]=[CH:7][CH:6]=[CH:5][CH:4]=1.[CH3:53][C@H:54]1[CH2:56][O:55]1.CCN(C(C)C)C(C)C, predict the reaction product. The product is: [CH2:2]([O:9][C:10]1[CH:11]=[C:12]([CH:50]=[CH:51][CH:52]=1)[CH2:13][N:14]1[CH:18]=[C:17]([C:19]2[C:27]3[C:22](=[N:23][CH:24]=[C:25]([C:28]4[CH:33]=[CH:32][C:31]([N:34]5[CH2:35][CH2:36][N:37]([CH2:53][C@@H:54]([OH:55])[CH3:56])[CH2:38][CH2:39]5)=[N:30][CH:29]=4)[CH:26]=3)[N:21]([S:40]([C:43]3[CH:44]=[CH:45][C:46]([CH3:47])=[CH:48][CH:49]=3)(=[O:41])=[O:42])[CH:20]=2)[CH:16]=[N:15]1)[C:3]1[CH:4]=[CH:5][CH:6]=[CH:7][CH:8]=1. (4) Given the reactants [S:1]([N:11]1[C:19]2[C:14](=[CH:15][CH:16]=[CH:17][CH:18]=2)[CH:13]=[CH:12]1)([C:4]1[CH:10]=[CH:9][C:7]([CH3:8])=[CH:6][CH:5]=1)(=[O:3])=[O:2].[Br:20]Br, predict the reaction product. The product is: [Br:20][C:13]1[C:14]2[C:19](=[CH:18][CH:17]=[CH:16][CH:15]=2)[N:11]([S:1]([C:4]2[CH:5]=[CH:6][C:7]([CH3:8])=[CH:9][CH:10]=2)(=[O:2])=[O:3])[CH:12]=1. (5) Given the reactants Cl[C:2]1[N:7]=[C:6]([Cl:8])[N:5]=[C:4]([Cl:9])[N:3]=1.C(=O)([O-])[O-].[Cs+].[Cs+].Cl.[F:17][C:18]1([F:23])[CH2:22][CH2:21][NH:20][CH2:19]1.CCN(C(C)C)C(C)C, predict the reaction product. The product is: [Cl:9][C:4]1[N:5]=[C:6]([Cl:8])[N:7]=[C:2]([N:20]2[CH2:21][CH2:22][C:18]([F:23])([F:17])[CH2:19]2)[N:3]=1. (6) Given the reactants [NH4+].[Cl-].[Br:3][C:4]1[CH:9]=[CH:8][C:7]([CH3:10])=[C:6]([N+:11]([O-])=O)[CH:5]=1, predict the reaction product. The product is: [Br:3][C:4]1[CH:9]=[CH:8][C:7]([CH3:10])=[C:6]([CH:5]=1)[NH2:11]. (7) Given the reactants CN(C)C=O.[C:6]([O:10][C:11]([NH:13][C:14]1[N:19]=[C:18]([C:20]([O:22][CH2:23][CH3:24])=[O:21])[CH:17]=[CH:16][CH:15]=1)=[O:12])([CH3:9])([CH3:8])[CH3:7].[H-].[Na+].Br[CH2:28][C:29]([O:31][C:32]([CH3:35])([CH3:34])[CH3:33])=[O:30].[Cl-].[NH4+], predict the reaction product. The product is: [C:6]([O:10][C:11]([N:13]([CH2:28][C:29]([O:31][C:32]([CH3:35])([CH3:34])[CH3:33])=[O:30])[C:14]1[CH:15]=[CH:16][CH:17]=[C:18]([C:20]([O:22][CH2:23][CH3:24])=[O:21])[N:19]=1)=[O:12])([CH3:9])([CH3:8])[CH3:7]. (8) Given the reactants [F:1][C:2]1[CH:3]=[C:4]([N:9]2[C:13]([CH3:15])([CH3:14])[C:12](=[O:16])[N:11]([C:17]3[CH:24]=[CH:23][C:20]([C:21]#[N:22])=[C:19]([C:25]([F:28])([F:27])[F:26])[CH:18]=3)[C:10]2=[S:29])[CH:5]=[CH:6][C:7]=1[OH:8].[O:30]1[CH2:33][CH:32](OS(C2C=CC(C)=CC=2)(=O)=O)[CH2:31]1.C(=O)([O-])[O-].[K+].[K+].O, predict the reaction product. The product is: [F:1][C:2]1[CH:3]=[C:4]([N:9]2[C:13]([CH3:14])([CH3:15])[C:12](=[O:16])[N:11]([C:17]3[CH:24]=[CH:23][C:20]([C:21]#[N:22])=[C:19]([C:25]([F:26])([F:27])[F:28])[CH:18]=3)[C:10]2=[S:29])[CH:5]=[CH:6][C:7]=1[O:8][CH:32]1[CH2:33][O:30][CH2:31]1.